Task: Regression. Given a peptide amino acid sequence and an MHC pseudo amino acid sequence, predict their binding affinity value. This is MHC class I binding data.. Dataset: Peptide-MHC class I binding affinity with 185,985 pairs from IEDB/IMGT (1) The peptide sequence is SHDTIGPYY. The MHC is HLA-B15:01 with pseudo-sequence HLA-B15:01. The binding affinity (normalized) is 0.0847. (2) The peptide sequence is STPLALMDLL. The MHC is Mamu-A01 with pseudo-sequence Mamu-A01. The binding affinity (normalized) is 1.00. (3) The peptide sequence is AYIDNYNKV. The MHC is HLA-A32:01 with pseudo-sequence HLA-A32:01. The binding affinity (normalized) is 0.0214. (4) The peptide sequence is PSYFQQTHI. The MHC is Mamu-B01 with pseudo-sequence Mamu-B01. The binding affinity (normalized) is 0. (5) The peptide sequence is VLRGNRQGL. The MHC is HLA-A02:19 with pseudo-sequence HLA-A02:19. The binding affinity (normalized) is 0.140. (6) The peptide sequence is VSLTECPTF. The MHC is HLA-B58:01 with pseudo-sequence HLA-B58:01. The binding affinity (normalized) is 0.672.